The task is: Predict the reaction yield, written as a fraction of the theoretical maximum amount of product (1.0 means a 100% yield; for example, 0.34 means a 34% yield).. This data is from Reaction yield outcomes from USPTO patents with 853,638 reactions. (1) The reactants are [Br:1][C:2]1[CH:9]=[CH:8][C:5]([CH:6]=O)=[C:4]([F:10])[CH:3]=1.[C:11]([NH2:15])([CH3:14])([CH3:13])[CH3:12].[O-]S([O-])(=O)=O.[Mg+2]. The catalyst is C(Cl)Cl. The product is [Br:1][C:2]1[CH:9]=[CH:8][C:5]([CH:6]=[N:15][C:11]([CH3:14])([CH3:13])[CH3:12])=[C:4]([F:10])[CH:3]=1. The yield is 0.980. (2) The reactants are [CH3:1][O:2][C:3]1[CH:12]=[C:11]([CH3:13])[CH:10]=[CH:9][C:4]=1[C:5]([NH:7][NH2:8])=[O:6].[OH-].[K+].O.[C:17](=S)=[S:18]. The catalyst is C(O)C.Cl. The product is [CH3:1][O:2][C:3]1[CH:12]=[C:11]([CH3:13])[CH:10]=[CH:9][C:4]=1[C:5]1[O:6][C:17]([SH:18])=[N:8][N:7]=1. The yield is 0.970. (3) The reactants are Cl[C:2]1[N:10]=[C:9](Cl)[CH:8]=[CH:7][C:3]=1[C:4]([NH2:6])=[O:5].[N:12]1([C:17]2[N:22]=[CH:21][C:20]([NH2:23])=[CH:19][CH:18]=2)[CH2:16][CH2:15][CH2:14][CH2:13]1.C(O[C:29](=[O:36])[NH:30][C@@H:31]1[CH2:35][CH2:34][NH:33][CH2:32]1)(C)(C)C.[C:37](O)(=O)[CH:38]=C. No catalyst specified. The product is [C:29]([NH:30][C@H:31]1[CH2:35][CH2:34][N:33]([C:9]2[CH:8]=[CH:7][C:3]([C:4]([NH2:6])=[O:5])=[C:2]([NH:23][C:20]3[CH:21]=[N:22][C:17]([N:12]4[CH2:16][CH2:15][CH2:14][CH2:13]4)=[CH:18][CH:19]=3)[N:10]=2)[CH2:32]1)(=[O:36])[CH:37]=[CH2:38]. The yield is 0.220. (4) The reactants are [Cl:1][C:2]1[CH:7]=[C:6]([N+:8]([O-:10])=[O:9])[CH:5]=[CH:4][C:3]=1I.[CH3:12][Si:13]([C:16]#[CH:17])([CH3:15])[CH3:14]. The catalyst is [Cu]I.C1C=CC(P(C2C=CC=CC=2)C2C=CC=CC=2)=CC=1.C1C=CC(P(C2C=CC=CC=2)C2C=CC=CC=2)=CC=1.Cl[Pd]Cl.C1COCC1.C(NC(C)C)(C)C. The product is [Cl:1][C:2]1[CH:7]=[C:6]([N+:8]([O-:10])=[O:9])[CH:5]=[CH:4][C:3]=1[C:17]#[C:16][Si:13]([CH3:15])([CH3:14])[CH3:12]. The yield is 0.650. (5) The reactants are [CH3:1][C:2]([CH3:14])=[CH:3][CH2:4][CH2:5][N:6]1[CH:10]=[CH:9][N:8]=[C:7]1[N+:11]([O-:13])=[O:12].[ClH:15].[N:16]([O:18]CCC(C)C)=O. No catalyst specified. The product is [Cl:15][C:2]([CH3:14])([CH3:1])[CH:3]([N:16]=[O:18])[CH2:4][CH2:5][N:6]1[CH:10]=[CH:9][N:8]=[C:7]1[N+:11]([O-:13])=[O:12]. The yield is 0.810. (6) The reactants are C([O:9][CH2:10][C:11]1[O:15][N:14]=[C:13]([CH3:16])[C:12]=1[C:17]1[C:26]2[O:25][CH2:24][CH:23]([C:27]3[CH:32]=[CH:31][CH:30]=[CH:29][N:28]=3)[N:22]3[C:33](=[O:35])[NH:34][C:20]([C:21]=23)=[CH:19][CH:18]=1)(=O)C1C=CC=CC=1.[OH-].[Li+].O. The catalyst is O1CCCC1.CO. The product is [OH:9][CH2:10][C:11]1[O:15][N:14]=[C:13]([CH3:16])[C:12]=1[C:17]1[C:26]2[O:25][CH2:24][CH:23]([C:27]3[CH:32]=[CH:31][CH:30]=[CH:29][N:28]=3)[N:22]3[C:33](=[O:35])[NH:34][C:20]([C:21]=23)=[CH:19][CH:18]=1. The yield is 0.690. (7) The reactants are [NH2:1][CH:2]([C:4]1[N:5]=[C:6]2[S:21][CH:20]=[C:19]([CH3:22])[N:7]2[C:8](=[O:18])[C:9]=1[C:10]1[CH:15]=[C:14]([F:16])[CH:13]=[C:12]([F:17])[CH:11]=1)[CH3:3].[NH2:23][C:24]1[N:32]=[C:31]2[C:27]([NH:28][CH:29]=[N:30]2)=[C:26](Br)[N:25]=1.C(N(CC)C(C)C)(C)C. The catalyst is C(O)C. The product is [NH2:23][C:24]1[N:32]=[C:31]2[C:27]([N:28]=[CH:29][NH:30]2)=[C:26]([NH:1][CH:2]([C:4]2[N:5]=[C:6]3[S:21][CH:20]=[C:19]([CH3:22])[N:7]3[C:8](=[O:18])[C:9]=2[C:10]2[CH:15]=[C:14]([F:16])[CH:13]=[C:12]([F:17])[CH:11]=2)[CH3:3])[N:25]=1. The yield is 0.520.